Task: Binary Classification. Given a drug SMILES string, predict its activity (active/inactive) in a high-throughput screening assay against a specified biological target.. Dataset: Cav3 T-type calcium channel HTS with 100,875 compounds (1) The compound is Clc1c(Cn2nc(c(c2C)C(OCC(=O)Nc2noc(c2)C)=O)C)cccc1. The result is 0 (inactive). (2) The drug is s1c(NC(=O)C2CCCN(C2)c2nc(cc(n2)C)C)nnc1C. The result is 0 (inactive). (3) The molecule is O=C(N)CCc1c2c([nH]c1C)cccc2. The result is 0 (inactive). (4) The compound is S(c1n(\c([nH]n1)=C1\C(=O)C=CC=C1)CC=C)Cc1cc(ccc1)C#N. The result is 0 (inactive). (5) The drug is S(=O)(=O)(N\N=C(/c1cc2c(cc1)cccc2)C)C. The result is 0 (inactive). (6) The compound is O=C(CCCCCC)Cc1c(cc(OC)c(OC)c1)/C=C(\C(OCC)=O)C(OCC)=O. The result is 0 (inactive). (7) The drug is O=C1N(CC(C1)C(=O)Nc1cc2OCOc2cc1)c1c(c(ccc1)C)C. The result is 0 (inactive).